This data is from Experimentally validated miRNA-target interactions with 360,000+ pairs, plus equal number of negative samples. The task is: Binary Classification. Given a miRNA mature sequence and a target amino acid sequence, predict their likelihood of interaction. The miRNA is hsa-miR-7111-3p with sequence AUCCUCUCUUCCCUCCUCCCAG. The protein sequence of the target gene is MDSTALKILQDKCICYICSDFMEDPVTSRCGHNFCFACLRLLWDDLQGNIFCPVCQTPFPPKSFSRNYQFRNMTETIRLLQKRQSKRKRQEEHTVCPKHDQPLVLFCVRDRDVLCTQCSLSVEHQGHYTCPIKKASSYHRKVLESAIATLKFGVKQVEEKLAVQHRRVLGLREEAQYQKIEIRYEIGQIKLFLQSEYEAHLNESHMEELRSFSELNGYLETLLDHVSTAKDLLKEVEAIHERSDVTLLRAYHKLQNLKSPKPWLFRTKQYGLSLPAQYSGLSRIIKQFQADVTFDRDTAH.... Result: 0 (no interaction).